Dataset: Peptide-MHC class II binding affinity with 134,281 pairs from IEDB. Task: Regression. Given a peptide amino acid sequence and an MHC pseudo amino acid sequence, predict their binding affinity value. This is MHC class II binding data. (1) The peptide sequence is MGDDHFWAVRGGGGE. The MHC is DRB1_1602 with pseudo-sequence DRB1_1602. The binding affinity (normalized) is 0.0425. (2) The peptide sequence is TRGAVLTYNGKRLEP. The MHC is DRB1_0802 with pseudo-sequence DRB1_0802. The binding affinity (normalized) is 0.113. (3) The peptide sequence is DINASFRAAMATTAN. The MHC is HLA-DPA10103-DPB10201 with pseudo-sequence HLA-DPA10103-DPB10201. The binding affinity (normalized) is 0.131.